From a dataset of Forward reaction prediction with 1.9M reactions from USPTO patents (1976-2016). Predict the product of the given reaction. (1) Given the reactants [NH2:1][C:2]1[C:3]([C:22]#[N:23])=[C:4]([CH:19]=[CH:20][CH:21]=1)[O:5][CH2:6][C:7]([NH:10][C:11]([CH:13]1[CH2:18][CH2:17][CH2:16][CH2:15][CH2:14]1)=[O:12])([CH3:9])[CH3:8].O=[C:25]([CH3:32])[CH2:26][C:27]([O:29][CH2:30][CH3:31])=[O:28], predict the reaction product. The product is: [NH2:23][C:22]1[C:3]2[C:2](=[CH:21][CH:20]=[CH:19][C:4]=2[O:5][CH2:6][C:7]([NH:10][C:11]([CH:13]2[CH2:14][CH2:15][CH2:16][CH2:17][CH2:18]2)=[O:12])([CH3:8])[CH3:9])[N:1]=[C:25]([CH3:32])[C:26]=1[C:27]([O:29][CH2:30][CH3:31])=[O:28]. (2) Given the reactants C(NC1CCCCC1)(C)C.C([Li])CCC.[CH2:16]([O:18][C:19](=[O:31])[CH2:20][C:21]1[CH:26]=[CH:25][C:24]([O:27][CH3:28])=[C:23]([O:29][CH3:30])[CH:22]=1)[CH3:17].[Cl:32][C:33]1[N:38]=[C:37]([Cl:39])[C:36]([CH2:40]I)=[CH:35][N:34]=1, predict the reaction product. The product is: [CH2:16]([O:18][C:19](=[O:31])[CH:20]([C:21]1[CH:26]=[CH:25][C:24]([O:27][CH3:28])=[C:23]([O:29][CH3:30])[CH:22]=1)[CH2:40][C:36]1[C:37]([Cl:39])=[N:38][C:33]([Cl:32])=[N:34][CH:35]=1)[CH3:17]. (3) Given the reactants C(OC([NH:8][CH:9]([CH2:15][CH3:16])[CH:10]([OH:14])[C:11]([OH:13])=O)=O)(C)(C)C.C(Cl)CCl.C1C=CC2N(O)N=NC=2C=1.O[NH:32][C:33](=[NH:40])[C:34]1[CH:39]=[CH:38][CH:37]=[CH:36][CH:35]=1.CN1CCOCC1.C1C2C(C3ON=C(N)N=3)CN(C2)C1.[C:61]([OH:67])([C:63]([F:66])([F:65])[F:64])=[O:62], predict the reaction product. The product is: [NH2:8][C@@H:9]([CH2:15][CH3:16])[CH:10]([C:11]1[O:13][N:40]=[C:33]([C:34]2[CH:39]=[CH:38][CH:37]=[CH:36][CH:35]=2)[N:32]=1)[OH:14].[C:61]([OH:67])([C:63]([F:66])([F:65])[F:64])=[O:62]. (4) Given the reactants C[Si](C)(C)[N-][Si](C)(C)C.[K+].C1(C)C=CC=CC=1.[CH3:18][O:19][C:20]([CH:22]1[CH:26]([C@@H:27]([CH3:30])[CH2:28]I)[CH2:25][N:24]([C:31]([O:33][CH2:34][C:35]2[CH:40]=[CH:39][CH:38]=[CH:37][CH:36]=2)=[O:32])[CH2:23]1)=[O:21].[Cl-].[NH4+], predict the reaction product. The product is: [CH3:18][O:19][C:20]([C@@:22]12[CH2:28][CH:27]([CH3:30])[CH:26]1[CH2:25][N:24]([C:31]([O:33][CH2:34][C:35]1[CH:40]=[CH:39][CH:38]=[CH:37][CH:36]=1)=[O:32])[CH2:23]2)=[O:21]. (5) The product is: [F:1][C:2]1[CH:3]=[C:4]2[C:8](=[CH:9][CH:10]=1)[NH:7][C:6](=[O:11])[C:5]2=[C:26]1[C:25]2[S:29][CH:30]=[CH:31][C:24]=2[CH:23]([CH3:22])[O:27]1. Given the reactants [F:1][C:2]1[CH:3]=[C:4]2[C:8](=[CH:9][CH:10]=1)[NH:7][C:6](=[O:11])[CH2:5]2.C[Si]([N-][Si](C)(C)C)(C)C.[Li+].[CH3:22][CH:23]1[O:27][C:26](=O)[C:25]2[S:29][CH:30]=[CH:31][C:24]1=2.Cl, predict the reaction product. (6) Given the reactants [C:1]1([C@H:7]2[CH2:11][CH2:10][C:9](=O)[CH2:8]2)[CH:6]=[CH:5][CH:4]=[CH:3][CH:2]=1.Cl.[NH2:14][OH:15].CC([O-])=O.[Na+], predict the reaction product. The product is: [C:1]1([C@H:7]2[CH2:11][CH2:10][C:9](=[N:14][OH:15])[CH2:8]2)[CH:6]=[CH:5][CH:4]=[CH:3][CH:2]=1. (7) Given the reactants [C:1]([O:5][C:6]([N:8]([CH2:13][C:14]([OH:16])=[O:15])[CH2:9][C:10]([OH:12])=O)=[O:7])([CH3:4])([CH3:3])[CH3:2].Cl.CN(C)CCCN=C=NCC.[C:29]1([CH:35]([C:42]2[CH:47]=[CH:46][CH:45]=[CH:44][CH:43]=2)[N:36]2[CH2:41][CH2:40][NH:39][CH2:38][CH2:37]2)[CH:34]=[CH:33][CH:32]=[CH:31][CH:30]=1.[N:48]1[CH:53]=[CH:52][CH:51]=[C:50]([CH2:54][CH2:55][CH2:56][CH:57](O)[CH2:58][CH2:59][CH2:60][C:61]2[CH:62]=[N:63][CH:64]=[CH:65][CH:66]=2)[CH:49]=1.C(N(CC)C(C)C)(C)C, predict the reaction product. The product is: [N:48]1[CH:53]=[CH:52][CH:51]=[C:50]([CH2:54][CH2:55][CH2:56][CH:57]([O:16][C:14](=[O:15])[CH2:13][N:8]([CH2:9][C:10]([N:39]2[CH2:38][CH2:37][N:36]([CH:35]([C:29]3[CH:30]=[CH:31][CH:32]=[CH:33][CH:34]=3)[C:42]3[CH:47]=[CH:46][CH:45]=[CH:44][CH:43]=3)[CH2:41][CH2:40]2)=[O:12])[C:6]([O:5][C:1]([CH3:2])([CH3:3])[CH3:4])=[O:7])[CH2:58][CH2:59][CH2:60][C:61]2[CH:62]=[N:63][CH:64]=[CH:65][CH:66]=2)[CH:49]=1. (8) Given the reactants C([O:3][C:4](=[O:31])[CH:5]([CH2:29][CH3:30])[CH2:6][CH2:7][CH2:8][CH2:9][CH2:10][N:11]1[C:15]([C:16]2[CH:21]=[CH:20][CH:19]=[CH:18][CH:17]=2)=[C:14]([C:22]2[CH:27]=[CH:26][CH:25]=[CH:24][CH:23]=2)[N:13]=[C:12]1[CH3:28])C.[OH-].[Na+], predict the reaction product. The product is: [CH2:29]([CH:5]([CH2:6][CH2:7][CH2:8][CH2:9][CH2:10][N:11]1[C:15]([C:16]2[CH:17]=[CH:18][CH:19]=[CH:20][CH:21]=2)=[C:14]([C:22]2[CH:27]=[CH:26][CH:25]=[CH:24][CH:23]=2)[N:13]=[C:12]1[CH3:28])[C:4]([OH:31])=[O:3])[CH3:30]. (9) Given the reactants [CH3:1][O:2][C:3]1[CH:8]=[CH:7][N:6]=[C:5]2[CH:9]=[CH:10][NH:11][C:4]=12.CN(C=O)C.[OH-].[K+].[I:19]I, predict the reaction product. The product is: [I:19][C:9]1[C:5]2=[N:6][CH:7]=[CH:8][C:3]([O:2][CH3:1])=[C:4]2[NH:11][CH:10]=1.